Task: Predict the reactants needed to synthesize the given product.. Dataset: Full USPTO retrosynthesis dataset with 1.9M reactions from patents (1976-2016) (1) Given the product [CH3:1][O:2][C:3]([C:5]1[N:6]([C:10]([C:12]([O:14][C:15]([CH3:16])([CH3:18])[CH3:17])=[O:13])([CH3:11])[CH2:37][C:38]2[CH:43]=[CH:42][C:41]([F:44])=[C:40]([Cl:45])[CH:39]=2)[CH:7]=[CH:8][CH:9]=1)=[O:4], predict the reactants needed to synthesize it. The reactants are: [CH3:1][O:2][C:3]([C:5]1[N:6]([CH:10]([C:12]([O:14][C:15]([CH3:18])([CH3:17])[CH3:16])=[O:13])[CH3:11])[CH:7]=[CH:8][CH:9]=1)=[O:4].C[Si]([N-][Si](C)(C)C)(C)C.[K+].C1(C)C=CC=CC=1.Br[CH2:37][C:38]1[CH:43]=[CH:42][C:41]([F:44])=[C:40]([Cl:45])[CH:39]=1.Cl. (2) Given the product [F:23][C:24]([F:32])([F:33])[C:25]1[CH:30]=[CH:29][C:28]([O:31][CH2:2][C:3]2[CH:7]=[C:6]([C:8]3[CH:13]=[CH:12][C:11]([C:14]([F:16])([F:15])[F:17])=[CH:10][CH:9]=3)[S:5][C:4]=2[CH2:18][OH:19])=[CH:27][CH:26]=1, predict the reactants needed to synthesize it. The reactants are: Br[CH2:2][C:3]1[CH:7]=[C:6]([C:8]2[CH:13]=[CH:12][C:11]([C:14]([F:17])([F:16])[F:15])=[CH:10][CH:9]=2)[S:5][C:4]=1[C:18](OCC)=[O:19].[F:23][C:24]([F:33])([F:32])[C:25]1[CH:30]=[CH:29][C:28]([OH:31])=[CH:27][CH:26]=1. (3) Given the product [ClH:1].[Cl:1][C:2]1[S:6][C:5]([NH:7][C:8](=[O:40])[N:9]([CH2:10][CH2:11][CH:12]([C:13]2[CH:14]=[CH:15][CH:16]=[CH:17][CH:18]=2)[C:19]2[CH:24]=[CH:23][CH:22]=[CH:21][CH:20]=2)[CH2:25][CH2:26][CH:27]2[CH2:28][CH2:29][NH:30][CH2:31][CH2:32]2)=[N:4][C:3]=1[C:41]1[CH:42]=[CH:43][C:44]([NH:47][S:48]([CH3:51])(=[O:49])=[O:50])=[CH:45][CH:46]=1, predict the reactants needed to synthesize it. The reactants are: [Cl:1][C:2]1[S:6][C:5]([NH:7][C:8](=[O:40])[N:9]([CH2:25][CH2:26][CH:27]2[CH2:32][CH2:31][N:30](C(OC(C)(C)C)=O)[CH2:29][CH2:28]2)[CH2:10][CH2:11][CH:12]([C:19]2[CH:24]=[CH:23][CH:22]=[CH:21][CH:20]=2)[C:13]2[CH:18]=[CH:17][CH:16]=[CH:15][CH:14]=2)=[N:4][C:3]=1[C:41]1[CH:46]=[CH:45][C:44]([NH:47][S:48]([CH3:51])(=[O:50])=[O:49])=[CH:43][CH:42]=1.C(O)(C(F)(F)F)=O. (4) The reactants are: [C:1]([C:5]1[CH:9]=[C:8]([NH:10][C:11](=[O:19])OC2C=CC=CC=2)[N:7]([CH3:20])[N:6]=1)([CH3:4])([CH3:3])[CH3:2].[NH2:21][C:22]1[C:31]2[C:26](=[CH:27][CH:28]=[CH:29][CH:30]=2)[C:25]([O:32][C:33]2[CH:38]=[CH:37][N:36]=[C:35]([NH:39][C:40]3[CH:41]=[C:42]([CH:56]=[C:57]([C:59]#[CH:60])[CH:58]=3)[C:43]([NH:45][CH2:46][CH2:47][O:48][CH2:49][CH2:50][O:51][CH2:52][CH2:53][O:54][CH3:55])=[O:44])[CH:34]=2)=[CH:24][CH:23]=1.CCN(CC)CC. Given the product [C:1]([C:5]1[CH:9]=[C:8]([NH:10][C:11](=[O:19])[NH:21][C:22]2[C:31]3[C:26](=[CH:27][CH:28]=[CH:29][CH:30]=3)[C:25]([O:32][C:33]3[CH:38]=[CH:37][N:36]=[C:35]([NH:39][C:40]4[CH:41]=[C:42]([CH:56]=[C:57]([C:59]#[CH:60])[CH:58]=4)[C:43]([NH:45][CH2:46][CH2:47][O:48][CH2:49][CH2:50][O:51][CH2:52][CH2:53][O:54][CH3:55])=[O:44])[CH:34]=3)=[CH:24][CH:23]=2)[N:7]([CH3:20])[N:6]=1)([CH3:2])([CH3:3])[CH3:4], predict the reactants needed to synthesize it. (5) Given the product [F:13][C:14]1[CH:19]=[C:18]([F:20])[CH:17]=[CH:16][C:15]=1[CH:21]=[CH:22][C:23](=[O:24])[C:3]([F:6])([F:5])[C:2]([F:8])([F:7])[F:1], predict the reactants needed to synthesize it. The reactants are: [F:1][C:2]([F:8])([F:7])[C:3]([F:6])([F:5])I.C[Li].[Br-].[Li+].[F:13][C:14]1[CH:19]=[C:18]([F:20])[CH:17]=[CH:16][C:15]=1[CH:21]=[CH:22][C:23](N(OC)C)=[O:24]. (6) Given the product [CH3:43][NH:44][C:58]([C:12]1[CH:13]=[C:14]2[C:9](=[CH:10][CH:11]=1)[N:8]=[CH:7][C:6]([C:4]([O:3][CH2:1][CH3:2])=[O:5])=[C:15]2[NH:53][C:48]1[CH:47]=[CH:46][C:45]([CH3:30])=[CH:55][CH:54]=1)=[O:59], predict the reactants needed to synthesize it. The reactants are: [CH2:1]([O:3][C:4]([C:6]1[C:7](N)=[N:8][C:9]2[C:14]([C:15]=1C1C=CC(C)=CC=1)=[CH:13][C:12](Br)=[CH:11][CH:10]=2)=[O:5])[CH3:2].[B-](F)(F)(F)F.[CH3:30]C([PH+](C(C)(C)C)C(C)(C)C)(C)C.[CH3:43][NH2:44].[CH2:45]1[CH2:55][CH2:54][N:53]2[C:48](=NCCC2)[CH2:47][CH2:46]1.C1C[O:59][CH2:58]C1. (7) Given the product [CH3:1][O:2][C:3]1[C:4]([CH3:10])=[C:5]([S:9][CH2:17][C:18](=[O:24])[CH2:19][C:20]([O:22][CH3:23])=[O:21])[CH:6]=[CH:7][CH:8]=1, predict the reactants needed to synthesize it. The reactants are: [CH3:1][O:2][C:3]1[C:4]([CH3:10])=[C:5]([SH:9])[CH:6]=[CH:7][CH:8]=1.CN(C=O)C.Cl[CH2:17][C:18](=[O:24])[CH2:19][C:20]([O:22][CH3:23])=[O:21].C([O-])([O-])=O.[K+].[K+]. (8) Given the product [Cl:1][C:2]1[CH:3]=[CH:4][CH:5]=[C:6]([O:8][CH2:16][O:17][CH2:18][CH2:19][Si:20]([CH3:23])([CH3:22])[CH3:21])[N:7]=1, predict the reactants needed to synthesize it. The reactants are: [Cl:1][C:2]1[N:7]=[C:6]([OH:8])[CH:5]=[CH:4][CH:3]=1.C(=O)([O-])[O-].[K+].[K+].Cl[CH2:16][O:17][CH2:18][CH2:19][Si:20]([CH3:23])([CH3:22])[CH3:21]. (9) Given the product [CH:1]1([C:6]([N:11]2[CH:10]=[CH:9][N:13]=[CH:12]2)=[O:8])[CH2:2][CH2:3][CH2:4][CH2:5]1, predict the reactants needed to synthesize it. The reactants are: [CH:1]1([C:6]([OH:8])=O)[CH2:5][CH2:4][CH2:3][CH2:2]1.[CH:9]1[N:13]=[CH:12][N:11](C([N:11]2[CH:12]=[N:13][CH:9]=[CH:10]2)=O)[CH:10]=1.